The task is: Predict which catalyst facilitates the given reaction.. This data is from Catalyst prediction with 721,799 reactions and 888 catalyst types from USPTO. (1) The catalyst class is: 125. Product: [CH3:23][NH:15][C:9]1[CH:10]=[CH:11][C:12]2[C:7]([CH:8]=1)=[N:6][N:5]([CH3:4])[C:13]=2[CH3:14]. Reactant: C[O-].[Na+].[CH3:4][N:5]1[C:13]([CH3:14])=[C:12]2[C:7]([CH:8]=[C:9]([NH2:15])[CH:10]=[CH:11]2)=[N:6]1.C=O.[BH4-].[Na+].[OH-].[Na+].Cl.[CH:23](OC(C)C)(C)C. (2) Reactant: [CH2:1]([O:3][C:4]1[CH:9]=[C:8]([F:10])[CH:7]=[CH:6][C:5]=1[C:11]1[S:19][C:18]2[C:17]([NH:20][NH2:21])=[N:16][CH:15]=[N:14][C:13]=2[C:12]=1[CH2:22][OH:23])[CH3:2].[S:24]1[CH:28]=[CH:27][CH:26]=[C:25]1[CH:29]=O. Product: [CH2:1]([O:3][C:4]1[CH:9]=[C:8]([F:10])[CH:7]=[CH:6][C:5]=1[C:11]1[S:19][C:18]2[C:17]([NH:20][N:21]=[CH:29][C:25]3[S:24][CH:28]=[CH:27][CH:26]=3)=[N:16][CH:15]=[N:14][C:13]=2[C:12]=1[CH2:22][OH:23])[CH3:2]. The catalyst class is: 8. (3) Reactant: C(NC(C)C)(C)C.C([Li])CCC.[Cl:13][C:14]1[CH:19]=[C:18]([Cl:20])[CH:17]=[CH:16][N:15]=1.C([C:23]([O:25][CH2:26][CH3:27])=[O:24])#N. Product: [CH2:26]([O:25][C:23](=[O:24])[C:19]1[C:18]([Cl:20])=[CH:17][CH:16]=[N:15][C:14]=1[Cl:13])[CH3:27]. The catalyst class is: 1. (4) Reactant: [CH2:1]([O:5][C:6]1[CH:11]=[CH:10][C:9]([S:12]([NH:15][CH:16]([C:20]2[CH:25]=[CH:24][C:23]([O:26][CH2:27][CH2:28][N:29]3[CH2:33][CH2:32][CH2:31][CH2:30]3)=[CH:22][CH:21]=2)[C:17](O)=[O:18])(=[O:14])=[O:13])=[CH:8][CH:7]=1)[C:2]#[C:3][CH3:4].CN(C=O)C.C(Cl)(=O)C(Cl)=O.C(N(CC)CC)C.[NH2:52][OH:53]. Product: [CH2:1]([O:5][C:6]1[CH:11]=[CH:10][C:9]([S:12]([NH:15][CH:16]([C:20]2[CH:25]=[CH:24][C:23]([O:26][CH2:27][CH2:28][N:29]3[CH2:30][CH2:31][CH2:32][CH2:33]3)=[CH:22][CH:21]=2)[C:17]([NH:52][OH:53])=[O:18])(=[O:13])=[O:14])=[CH:8][CH:7]=1)[C:2]#[C:3][CH3:4]. The catalyst class is: 410.